Dataset: Forward reaction prediction with 1.9M reactions from USPTO patents (1976-2016). Task: Predict the product of the given reaction. (1) The product is: [F:1][C:2]1[CH:7]=[CH:6][C:5]([CH:8]([O:29][CH3:36])[CH2:9][CH2:10][CH2:11][N:12]2[CH2:28][CH2:27][C@@H:15]3[N:16]4[C:25]5[C:24]([C@@H:14]3[CH2:13]2)=[CH:23][CH:22]=[CH:21][C:20]=5[N:19]([CH3:26])[CH2:18][CH2:17]4)=[CH:4][CH:3]=1. Given the reactants [F:1][C:2]1[CH:7]=[CH:6][C:5]([CH:8]([OH:29])[CH2:9][CH2:10][CH2:11][N:12]2[CH2:28][CH2:27][C@@H:15]3[N:16]4[C:25]5[C:24]([C@@H:14]3[CH2:13]2)=[CH:23][CH:22]=[CH:21][C:20]=5[N:19]([CH3:26])[CH2:18][CH2:17]4)=[CH:4][CH:3]=1.CO.B(F)(F)F.[CH2:36](N(CC)CC)C, predict the reaction product. (2) Given the reactants [Br:1][C:2]1[CH:3]=[C:4]([C:8]2[O:9][C:10](=[O:19])[CH:11]([C:13]3[CH2:18][CH2:17][CH2:16][CH2:15][N:14]=3)[N:12]=2)[CH:5]=[CH:6][CH:7]=1.O.[OH-].[Li+], predict the reaction product. The product is: [Br:1][C:2]1[CH:3]=[C:4]([C:8]2[N:14]3[CH2:15][CH2:16][CH2:17][CH2:18][C:13]3=[C:11]([C:10]([OH:9])=[O:19])[N:12]=2)[CH:5]=[CH:6][CH:7]=1. (3) The product is: [CH3:35][O:36][C:37]([C:39]1[N:40]([CH2:60][CH2:61][F:62])[CH:41]=[C:42]([C:44]2([C:52]3[CH:57]=[CH:56][C:55]([F:58])=[C:54]([C:24]4[CH:25]=[N:20][CH:21]=[N:22][CH:23]=4)[CH:53]=3)[C:48](=[O:49])[N:47]([CH3:50])[C:46]([NH2:51])=[N:45]2)[CH:43]=1)=[O:38]. Given the reactants C1(P(C2C=CC=CC=2)C2C=CC=CC=2)C=CC=CC=1.[N:20]1[CH:25]=[C:24](B(O)O)[CH:23]=[N:22][CH:21]=1.C([O-])([O-])=O.[Na+].[Na+].[CH3:35][O:36][C:37]([C:39]1[N:40]([CH2:60][CH2:61][F:62])[CH:41]=[C:42]([C:44]2([C:52]3[CH:57]=[CH:56][C:55]([F:58])=[C:54](Br)[CH:53]=3)[C:48](=[O:49])[N:47]([CH3:50])[C:46]([NH2:51])=[N:45]2)[CH:43]=1)=[O:38], predict the reaction product. (4) Given the reactants [CH3:1][N:2]([CH3:54])[C:3](=[O:53])[C:4]([N:6]1[CH2:11][CH2:10][N:9]([CH2:12][CH2:13][NH:14][C@:15]23[CH2:49][CH2:48][C@@H:47]([C:50]([CH3:52])=[CH2:51])[C@@H:16]2[C@@H:17]2[C@@:30]([CH3:33])([CH2:31][CH2:32]3)[C@@:29]3([CH3:34])[C@@H:20]([C@:21]4([CH3:46])[C@@H:26]([CH2:27][CH2:28]3)[C:25]([CH3:36])([CH3:35])[C:24]([C:37]3[CH:45]=[CH:44][C:40]([C:41]([OH:43])=[O:42])=[CH:39][CH:38]=3)=[CH:23][CH2:22]4)[CH2:19][CH2:18]2)[CH2:8][CH2:7]1)=[O:5].O=C(N1CC[CH2:63][CH2:62][CH2:61]1)C(O)=O, predict the reaction product. The product is: [CH3:33][C@:30]12[C@@:29]3([CH3:34])[C@@H:20]([C@:21]4([CH3:46])[C@@H:26]([CH2:27][CH2:28]3)[C:25]([CH3:36])([CH3:35])[C:24]([C:37]3[CH:38]=[CH:39][C:40]([C:41]([OH:43])=[O:42])=[CH:44][CH:45]=3)=[CH:23][CH2:22]4)[CH2:19][CH2:18][C@@H:17]1[C@H:16]1[C@H:47]([C:50]([CH3:52])=[CH2:51])[CH2:48][CH2:49][C@:15]1([NH:14][CH2:13][CH2:12][N:9]1[CH2:10][CH2:11][N:6]([C:4](=[O:5])[C:3](=[O:53])[N:2]3[CH2:1][CH2:63][CH2:62][CH2:61][CH2:54]3)[CH2:7][CH2:8]1)[CH2:32][CH2:31]2. (5) Given the reactants S(Cl)([Cl:4])(=O)=O.[CH3:6][N:7]([CH3:37])[CH2:8][CH2:9][O:10][C:11]1[CH:16]=[CH:15][C:14]([CH:17]2[CH2:34][C@@:32]3([CH3:33])[C@@H:28]([CH2:29][CH2:30][C:31]3=[O:35])[C@H:27]3[C:18]2=[C:19]2[C:24]([CH2:25][CH2:26]3)=[CH:23][C:22](=[O:36])[CH2:21][CH2:20]2)=[CH:13][CH:12]=1.C(=O)(O)[O-].[Na+], predict the reaction product. The product is: [Cl:4][C:23]1[C:22](=[O:36])[CH2:21][CH2:20][C:19]2[C:24]=1[CH2:25][CH2:26][C@@H:27]1[C:18]=2[C@@H:17]([C:14]2[CH:13]=[CH:12][C:11]([O:10][CH2:9][CH2:8][N:7]([CH3:6])[CH3:37])=[CH:16][CH:15]=2)[CH2:34][C@@:32]2([CH3:33])[C@H:28]1[CH2:29][CH2:30][C:31]2=[O:35]. (6) Given the reactants [C:1]([CH2:3][CH2:4][NH:5][CH2:6][CH2:7][C:8]([O:10][CH2:11][CH3:12])=[O:9])#[N:2].[C:13](OC([O-])=O)([O:15][C:16]([CH3:19])([CH3:18])[CH3:17])=[O:14], predict the reaction product. The product is: [C:16]([O:15][C:13]([N:5]([CH2:4][CH2:3][C:1]#[N:2])[CH2:6][CH2:7][C:8]([O:10][CH2:11][CH3:12])=[O:9])=[O:14])([CH3:19])([CH3:18])[CH3:17].